Dataset: Full USPTO retrosynthesis dataset with 1.9M reactions from patents (1976-2016). Task: Predict the reactants needed to synthesize the given product. (1) Given the product [Cl:1][C:2]1[C:3]([CH2:32][N:38]2[CH2:39][CH2:40][C@@H:36]([N:35]([CH3:41])[CH3:34])[CH2:37]2)=[C:4]([O:27][C:28]([F:30])([F:29])[F:31])[CH:5]=[C:6]2[C:11]=1[NH:10][C:9](=[O:12])[N:8]([CH2:13][C:14]1[CH:19]=[C:18]([Cl:20])[CH:17]=[CH:16][C:15]=1[S:21]([CH2:24][CH3:25])(=[O:22])=[O:23])[C:7]2=[O:26], predict the reactants needed to synthesize it. The reactants are: [Cl:1][C:2]1[C:3]([CH:32]=O)=[C:4]([O:27][C:28]([F:31])([F:30])[F:29])[CH:5]=[C:6]2[C:11]=1[NH:10][C:9](=[O:12])[N:8]([CH2:13][C:14]1[CH:19]=[C:18]([Cl:20])[CH:17]=[CH:16][C:15]=1[S:21]([CH2:24][CH3:25])(=[O:23])=[O:22])[C:7]2=[O:26].[CH3:34][N:35]([CH3:41])[C@@H:36]1[CH2:40][CH2:39][NH:38][CH2:37]1. (2) Given the product [Cl:1][C:2]1[CH:26]=[CH:25][C:5]([CH2:6][N:7]2[C:15]3[C:10](=[CH:11][C:12]([CH:16]=[C:17]4[S:21][C:20]([N:37]5[CH2:38][CH2:39][N:34]([CH:31]6[CH2:33][CH2:32]6)[CH2:35][CH2:36]5)=[N:19][C:18]4=[O:24])=[CH:13][CH:14]=3)[CH:9]=[N:8]2)=[C:4]([C:27]([F:29])([F:30])[F:28])[CH:3]=1, predict the reactants needed to synthesize it. The reactants are: [Cl:1][C:2]1[CH:26]=[CH:25][C:5]([CH2:6][N:7]2[C:15]3[C:10](=[CH:11][C:12]([CH:16]=[C:17]4[S:21][C:20](SC)=[N:19][C:18]4=[O:24])=[CH:13][CH:14]=3)[CH:9]=[N:8]2)=[C:4]([C:27]([F:30])([F:29])[F:28])[CH:3]=1.[CH:31]1([N:34]2[CH2:39][CH2:38][NH:37][CH2:36][CH2:35]2)[CH2:33][CH2:32]1. (3) Given the product [F:1][C:2]1[CH:7]=[CH:6][C:5]([CH:8]2[O:12][C:11](=[O:13])[N:10]([C:26]([O:28][C:29]([CH3:32])([CH3:31])[CH3:30])=[O:27])[CH:9]2[CH2:14][C:15]2[CH:20]=[CH:19][CH:18]=[C:17]([S:21][C:22]([F:23])([F:24])[F:25])[CH:16]=2)=[CH:4][CH:3]=1, predict the reactants needed to synthesize it. The reactants are: [F:1][C:2]1[CH:7]=[CH:6][C:5]([CH:8]2[O:12][C:11](=[O:13])[NH:10][CH:9]2[CH2:14][C:15]2[CH:20]=[CH:19][CH:18]=[C:17]([S:21][C:22]([F:25])([F:24])[F:23])[CH:16]=2)=[CH:4][CH:3]=1.[C:26](O[C:26]([O:28][C:29]([CH3:32])([CH3:31])[CH3:30])=[O:27])([O:28][C:29]([CH3:32])([CH3:31])[CH3:30])=[O:27].O. (4) Given the product [CH2:9]([N:16]1[C:25]2[C:20](=[CH:21][CH:22]=[CH:23][N:24]=2)[C:19]([N:26]2[CH2:31][CH2:30][N:29]([C:6]([C:2]3[S:1][CH:5]=[CH:4][CH:3]=3)=[O:7])[CH2:28][CH2:27]2)=[C:18]([C:32]#[N:33])[C:17]1=[O:34])[C:10]1[CH:15]=[CH:14][CH:13]=[CH:12][CH:11]=1, predict the reactants needed to synthesize it. The reactants are: [S:1]1[CH:5]=[CH:4][CH:3]=[C:2]1[C:6](Cl)=[O:7].[CH2:9]([N:16]1[C:25]2[C:20](=[CH:21][CH:22]=[CH:23][N:24]=2)[C:19]([N:26]2[CH2:31][CH2:30][NH:29][CH2:28][CH2:27]2)=[C:18]([C:32]#[N:33])[C:17]1=[O:34])[C:10]1[CH:15]=[CH:14][CH:13]=[CH:12][CH:11]=1. (5) Given the product [CH:2]([CH2:3][C:4]1[CH:18]=[CH:17][C:7]([O:8][CH2:9][C:10]([O:12][C:13]([CH3:14])([CH3:15])[CH3:16])=[O:11])=[CH:6][CH:5]=1)=[O:1], predict the reactants needed to synthesize it. The reactants are: [OH:1][CH2:2][CH2:3][C:4]1[CH:18]=[CH:17][C:7]([O:8][CH2:9][C:10]([O:12][C:13]([CH3:16])([CH3:15])[CH3:14])=[O:11])=[CH:6][CH:5]=1.[Cr](Cl)([O-])(=O)=O.[NH+]1C=CC=CC=1.CCOCC. (6) Given the product [CH:13]12[CH2:11][CH2:10][CH:9]3[CH:16]([CH2:15][CH2:14][CH:12]1[NH:8]3)[N:17]2[CH:18]([C:32]1[CH:37]=[CH:36][CH:35]=[C:34]([O:38][CH3:39])[CH:33]=1)[C:19]1[CH:31]=[CH:30][C:22]([C:23]([N:25]([CH2:26][CH3:27])[CH2:28][CH3:29])=[O:24])=[CH:21][CH:20]=1, predict the reactants needed to synthesize it. The reactants are: C([N:8]1[CH:12]2[CH:13]3[N:17]([CH:18]([C:32]4[CH:37]=[CH:36][CH:35]=[C:34]([O:38][CH3:39])[CH:33]=4)[C:19]4[CH:31]=[CH:30][C:22]([C:23]([N:25]([CH2:28][CH3:29])[CH2:26][CH3:27])=[O:24])=[CH:21][CH:20]=4)[CH:16]([CH:9]1[CH2:10][CH2:11]2)[CH2:15][CH2:14]3)C1C=CC=CC=1.C(N1C2C3N(C(C4C=CC=C(OC)C=4)C4C=CC(C(N(CC)CC)=O)=CC=4)C(CC2)C1CC3)C1C=CC=CC=1. (7) Given the product [C:24]([C:5]1[CH:4]=[CH:3][C:2]([Cl:1])=[CH:7][C:6]=1[NH:8][C:9](=[O:23])/[CH:10]=[CH:11]/[C:12]1[CH:13]=[CH:14][C:15]([CH2:18][CH2:19][CH2:20][CH2:21][CH3:22])=[CH:16][CH:17]=1)([OH:26])=[O:25], predict the reactants needed to synthesize it. The reactants are: [Cl:1][C:2]1[CH:3]=[CH:4][C:5]([C:24]([O:26]C)=[O:25])=[C:6]([NH:8][C:9](=[O:23])/[CH:10]=[CH:11]/[C:12]2[CH:17]=[CH:16][C:15]([CH2:18][CH2:19][CH2:20][CH2:21][CH3:22])=[CH:14][CH:13]=2)[CH:7]=1.[OH-].[Na+].